The task is: Predict the reaction yield, written as a fraction of the theoretical maximum amount of product (1.0 means a 100% yield; for example, 0.34 means a 34% yield).. This data is from Reaction yield outcomes from USPTO patents with 853,638 reactions. (1) The reactants are [C:1]([C:4]1[C:22](=[O:23])[C@@:8]2([CH3:24])[C:9]3[C:15]([OH:16])=[CH:14][C:13]([O:17][CH3:18])=[C:12]([C:19]([NH2:21])=[O:20])[C:10]=3[O:11][C:7]2=[CH:6][C:5]=1[OH:25])(=[O:3])[CH3:2].[OH:26][C:27]1[C:34]([CH3:35])=[C:33]([CH3:36])[C:30]([CH:31]=O)=[C:29]([CH3:37])[C:28]=1[CH3:38].C([SiH](CC)CC)C.FC(F)(F)C(O)=O. The catalyst is C(#N)C. The product is [C:1]([C:4]1[C:22](=[O:23])[C@@:8]2([CH3:24])[C:9]3[C:15]([OH:16])=[CH:14][C:13]([O:17][CH3:18])=[C:12]([C:19]([NH:21][CH2:31][C:30]4[C:33]([CH3:36])=[C:34]([CH3:35])[C:27]([OH:26])=[C:28]([CH3:38])[C:29]=4[CH3:37])=[O:20])[C:10]=3[O:11][C:7]2=[CH:6][C:5]=1[OH:25])(=[O:3])[CH3:2]. The yield is 0.170. (2) The reactants are [NH2:1][C:2]1[CH:3]=[C:4]([CH:21]=[CH:22][CH:23]=1)[O:5][C:6]1[CH:7]=[CH:8][C:9]2[N:10]([CH:12]=[C:13]([NH:15][C:16]([CH:18]3[CH2:20][CH2:19]3)=[O:17])[N:14]=2)[N:11]=1.[CH3:24][C:25]1[C:26]([C:31](O)=[O:32])=[N:27][CH:28]=[CH:29][CH:30]=1.ON1C2C=CC=CC=2N=N1.C(N(CC)CC)C.Cl.CN(C)CCCN=C=NCC.C(=O)([O-])O.[Na+]. The catalyst is CN(C)C=O. The product is [CH:18]1([C:16]([NH:15][C:13]2[N:14]=[C:9]3[CH:8]=[CH:7][C:6]([O:5][C:4]4[CH:3]=[C:2]([NH:1][C:31]([C:26]5[C:25]([CH3:24])=[CH:30][CH:29]=[CH:28][N:27]=5)=[O:32])[CH:23]=[CH:22][CH:21]=4)=[N:11][N:10]3[CH:12]=2)=[O:17])[CH2:20][CH2:19]1. The yield is 0.710. (3) The reactants are I[C:2]1[CH:3]=[C:4]2[C:8](=[CH:9][CH:10]=1)[N:7]([CH:11]1[CH2:16][CH2:15][CH2:14][CH2:13][O:12]1)[N:6]=[C:5]2[CH:17]=[O:18].B1(B2OC(C)(C)C(C)(C)O2)OC(C)(C)C(C)(C)O1.CC([O-])=O.[K+].[O-]P([O-])([O-])=O.[K+].[K+].[K+].Br[C:51]1[CH:52]=[C:53]([NH:57][C:58](=[O:62])[N:59]([CH3:61])[CH3:60])[CH:54]=[N:55][CH:56]=1. The catalyst is C1C=CC(P(C2C=CC=CC=2)[C-]2C=CC=C2)=CC=1.C1C=CC(P(C2C=CC=CC=2)[C-]2C=CC=C2)=CC=1.Cl[Pd]Cl.[Fe+2].C1C=CC([P]([Pd]([P](C2C=CC=CC=2)(C2C=CC=CC=2)C2C=CC=CC=2)([P](C2C=CC=CC=2)(C2C=CC=CC=2)C2C=CC=CC=2)[P](C2C=CC=CC=2)(C2C=CC=CC=2)C2C=CC=CC=2)(C2C=CC=CC=2)C2C=CC=CC=2)=CC=1.O.CN(C=O)C. The product is [CH:17]([C:5]1[C:4]2[C:8](=[CH:9][CH:10]=[C:2]([C:51]3[CH:52]=[C:53]([NH:57][C:58](=[O:62])[N:59]([CH3:60])[CH3:61])[CH:54]=[N:55][CH:56]=3)[CH:3]=2)[N:7]([CH:11]2[CH2:16][CH2:15][CH2:14][CH2:13][O:12]2)[N:6]=1)=[O:18]. The yield is 0.180. (4) The reactants are Br[C:2]1[CH:3]=[C:4]([C:8]2[N:12]([C:13]3[C:18]([CH:19]([CH3:21])[CH3:20])=[CH:17][CH:16]=[CH:15][C:14]=3[CH:22]([CH3:24])[CH3:23])[C:11]3[CH:25]=[CH:26][CH:27]=[CH:28][C:10]=3[N:9]=2)[CH:5]=[CH:6][CH:7]=1.[CH3:29][C:30]1([CH3:46])[C:34]([CH3:36])([CH3:35])[O:33][B:32]([B:32]2[O:33][C:34]([CH3:36])([CH3:35])[C:30]([CH3:46])([CH3:29])[O:31]2)[O:31]1.C1(P(C2CCCCC2)C2C=CC=CC=2C2C(OC)=CC=CC=2OC)CCCCC1.C([O-])(=O)C.[K+]. The catalyst is C1C=CC(/C=C/C(/C=C/C2C=CC=CC=2)=O)=CC=1.C1C=CC(/C=C/C(/C=C/C2C=CC=CC=2)=O)=CC=1.C1C=CC(/C=C/C(/C=C/C2C=CC=CC=2)=O)=CC=1.[Pd].[Pd].O1CCOCC1. The product is [CH:19]([C:18]1[CH:17]=[CH:16][CH:15]=[C:14]([CH:22]([CH3:23])[CH3:24])[C:13]=1[N:12]1[C:11]2[CH:25]=[CH:26][CH:27]=[CH:28][C:10]=2[N:9]=[C:8]1[C:4]1[CH:5]=[CH:6][CH:7]=[C:2]([B:32]2[O:33][C:34]([CH3:36])([CH3:35])[C:30]([CH3:46])([CH3:29])[O:31]2)[CH:3]=1)([CH3:21])[CH3:20]. The yield is 0.760. (5) The reactants are Br[C:2]1[CH:7]=[CH:6][CH:5]=[CH:4][C:3]=1[CH:8]([F:10])[F:9].[Li]CCCC.C(O[B:20]1[O:24][C:23]([CH3:26])([CH3:25])[C:22]([CH3:28])([CH3:27])[O:21]1)(C)C.O. The catalyst is C1COCC1.C(OCC)(=O)C. The product is [F:9][CH:8]([F:10])[C:3]1[CH:4]=[CH:5][CH:6]=[CH:7][C:2]=1[B:20]1[O:24][C:23]([CH3:26])([CH3:25])[C:22]([CH3:28])([CH3:27])[O:21]1. The yield is 0.590. (6) The reactants are [Cl-].O[NH3+:3].[C:4](=[O:7])([O-])[OH:5].[Na+].CS(C)=O.[CH2:13]([C:17]1[N:18]=[C:19]([CH3:50])[N:20]([CH2:39][C:40]2[C:44]3[CH:45]=[C:46]([Cl:49])[CH:47]=[CH:48][C:43]=3[S:42][CH:41]=2)[C:21](=[O:38])[C:22]=1[CH2:23][C:24]1[CH:29]=[CH:28][C:27]([C:30]2[C:31]([C:36]#[N:37])=[CH:32][CH:33]=[CH:34][CH:35]=2)=[CH:26][CH:25]=1)[CH2:14][CH2:15][CH3:16]. The catalyst is C(OCC)(=O)C. The product is [CH2:13]([C:17]1[N:18]=[C:19]([CH3:50])[N:20]([CH2:39][C:40]2[C:44]3[CH:45]=[C:46]([Cl:49])[CH:47]=[CH:48][C:43]=3[S:42][CH:41]=2)[C:21](=[O:38])[C:22]=1[CH2:23][C:24]1[CH:25]=[CH:26][C:27]([C:30]2[CH:35]=[CH:34][CH:33]=[CH:32][C:31]=2[C:36]2[NH:3][C:4](=[O:7])[O:5][N:37]=2)=[CH:28][CH:29]=1)[CH2:14][CH2:15][CH3:16]. The yield is 0.620. (7) The reactants are [OH:1][C:2]1[C:9]([N+:10]([O-:12])=[O:11])=[CH:8][C:5]([CH:6]=O)=[CH:4][C:3]=1[O:13][CH2:14][CH2:15][O:16][CH3:17].[C:18]1([C:24](=O)[CH2:25][C:26]2[CH:31]=[CH:30][CH:29]=[CH:28][CH:27]=2)[CH:23]=[CH:22][CH:21]=[CH:20][CH:19]=1.[NH2:33][C:34]([NH2:36])=[O:35].Cl. The catalyst is C(O)C. The product is [OH:1][C:2]1[C:9]([N+:10]([O-:12])=[O:11])=[CH:8][C:5]([CH:6]2[C:25]([C:26]3[CH:31]=[CH:30][CH:29]=[CH:28][CH:27]=3)=[C:24]([C:18]3[CH:23]=[CH:22][CH:21]=[CH:20][CH:19]=3)[NH:36][C:34](=[O:35])[NH:33]2)=[CH:4][C:3]=1[O:13][CH2:14][CH2:15][O:16][CH3:17]. The yield is 0.420.